Task: Binary Classification. Given a drug SMILES string, predict its activity (active/inactive) in a high-throughput screening assay against a specified biological target.. Dataset: HIV replication inhibition screening data with 41,000+ compounds from the AIDS Antiviral Screen (1) The drug is C=C(CN(C)C)C(=O)c1ccccc1OC. The result is 0 (inactive). (2) The drug is CN(C)CCCNC(=N)CSP(=O)(O)O. The result is 0 (inactive). (3) The compound is C[S+](C)c1ccccc1NC(C)(C)C.O=C(O)C(F)(F)F. The result is 0 (inactive). (4) The compound is COC1C(N(C)C)=C(c2ccccc2)C(=O)N2CCc3ccccc3C12. The result is 0 (inactive).